Task: Binary Classification. Given a T-cell receptor sequence (or CDR3 region) and an epitope sequence, predict whether binding occurs between them.. Dataset: TCR-epitope binding with 47,182 pairs between 192 epitopes and 23,139 TCRs (1) The epitope is FPPTSFGPL. The TCR CDR3 sequence is CSVEPSGRYEQYF. Result: 1 (the TCR binds to the epitope). (2) The epitope is EILDITPCSF. The TCR CDR3 sequence is CASSARGYNEQFF. Result: 1 (the TCR binds to the epitope). (3) The epitope is YIFFASFYY. The TCR CDR3 sequence is CATSDGNHYEQYF. Result: 1 (the TCR binds to the epitope). (4) The epitope is AYILFTRFFYV. The TCR CDR3 sequence is CASSDPTGSGAYEQYF. Result: 0 (the TCR does not bind to the epitope). (5) The epitope is SEVGPEHSLAEY. The TCR CDR3 sequence is CASSQDGPSAYNEQFF. Result: 1 (the TCR binds to the epitope). (6) The epitope is HTTDPSFLGRY. The TCR CDR3 sequence is CASSLNEGAHNEQFF. Result: 1 (the TCR binds to the epitope). (7) The epitope is FADDLNQLTGY. The TCR CDR3 sequence is CASSQGVSGDFNEQFF. Result: 1 (the TCR binds to the epitope). (8) The epitope is IPIQASLPF. The TCR CDR3 sequence is CASSLDRPPNEQFF. Result: 1 (the TCR binds to the epitope). (9) The epitope is EILDITPCSF. The TCR CDR3 sequence is CASWTGFWQETQYF. Result: 0 (the TCR does not bind to the epitope).